Dataset: Catalyst prediction with 721,799 reactions and 888 catalyst types from USPTO. Task: Predict which catalyst facilitates the given reaction. Reactant: [ClH:1].[NH2:2][C@H:3]([C:9]([OH:11])=[O:10])[CH2:4][CH2:5][CH2:6][CH2:7][NH2:8].[CH2:12]([CH2:14][NH2:15])O.Cl.CO. Product: [ClH:1].[ClH:1].[ClH:1].[NH2:15][CH2:14][CH2:12][O:10][C:9](=[O:11])[C@H:3]([CH2:4][CH2:5][CH2:6][CH2:7][NH2:8])[NH2:2]. The catalyst class is: 51.